Dataset: Catalyst prediction with 721,799 reactions and 888 catalyst types from USPTO. Task: Predict which catalyst facilitates the given reaction. (1) Reactant: Cl.Cl[C:3]1[CH:8]=[CH:7][N:6]=[CH:5][CH:4]=1.[H-].[Na+].[OH:11][CH:12]1[CH2:29][CH2:28][C:15]2([CH2:20][CH2:19][N:18]([C:21]([O:23][C:24]([CH3:27])([CH3:26])[CH3:25])=[O:22])[CH2:17][CH2:16]2)[CH2:14][CH2:13]1.[I-].[Na+].C([O-])(O)=O.[Na+]. Product: [N:6]1[CH:7]=[CH:8][C:3]([O:11][CH:12]2[CH2:13][CH2:14][C:15]3([CH2:20][CH2:19][N:18]([C:21]([O:23][C:24]([CH3:25])([CH3:26])[CH3:27])=[O:22])[CH2:17][CH2:16]3)[CH2:28][CH2:29]2)=[CH:4][CH:5]=1. The catalyst class is: 376. (2) Reactant: [O:1]1[C:5]2[CH:6]=[CH:7][CH:8]=[CH:9][C:4]=2[C:3]([C:10]([OH:12])=O)=[N:2]1.Cl.[CH3:14][NH:15][O:16][CH3:17].Cl.CN(C)CCCN=C=NCC.N1C=CC=CC=1. Product: [CH3:17][O:16][N:15]([CH3:14])[C:10]([C:3]1[C:4]2[CH:9]=[CH:8][CH:7]=[CH:6][C:5]=2[O:1][N:2]=1)=[O:12]. The catalyst class is: 1. (3) Reactant: [CH3:1][C:2]([CH3:18])=[CH:3][CH2:4][CH2:5]/[C:6](/[C:12]1[CH:17]=[CH:16][CH:15]=[CH:14][CH:13]=1)=[CH:7]/[C:8](OC)=[O:9].[H-].C([Al+]CC(C)C)C(C)C. Product: [CH3:1][C:2]([CH3:18])=[CH:3][CH2:4][CH2:5]/[C:6](/[C:12]1[CH:13]=[CH:14][CH:15]=[CH:16][CH:17]=1)=[CH:7]/[CH2:8][OH:9]. The catalyst class is: 11. (4) Reactant: [OH:1][C:2]([C:23]1[CH:28]=[CH:27][CH:26]=[CH:25][CH:24]=1)([CH:15]1[CH:20]2[CH2:21][CH2:22][N:17]([CH2:18][CH2:19]2)[CH2:16]1)[C:3]#[C:4][C:5]1[CH:14]=[CH:13][C:8]([C:9]([O:11][CH3:12])=[O:10])=[CH:7][CH:6]=1. Product: [OH:1][C:2]([C:23]1[CH:28]=[CH:27][CH:26]=[CH:25][CH:24]=1)([CH:15]1[CH:20]2[CH2:19][CH2:18][N:17]([CH2:22][CH2:21]2)[CH2:16]1)[CH2:3][CH2:4][C:5]1[CH:6]=[CH:7][C:8]([C:9]([O:11][CH3:12])=[O:10])=[CH:13][CH:14]=1. The catalyst class is: 5.